This data is from Forward reaction prediction with 1.9M reactions from USPTO patents (1976-2016). The task is: Predict the product of the given reaction. (1) The product is: [NH2:1][C:2]1[C:10]2[C:5](=[N:6][C:7]([CH3:15])=[CH:8][C:9]=2[C:11]([F:12])([F:13])[F:14])[S:4][C:3]=1[C:16]([NH:60][CH2:59][CH:58]([C:52]1[CH:57]=[CH:56][CH:55]=[CH:54][CH:53]=1)[CH3:61])=[O:18]. Given the reactants [NH2:1][C:2]1[C:10]2[C:5](=[N:6][C:7]([CH3:15])=[CH:8][C:9]=2[C:11]([F:14])([F:13])[F:12])[S:4][C:3]=1[C:16]([OH:18])=O.CN(C(ON1N=NC2C=CC=NC1=2)=[N+](C)C)C.F[P-](F)(F)(F)(F)F.CCN(C(C)C)C(C)C.[C:52]1([CH:58]([CH3:61])[CH2:59][NH2:60])[CH:57]=[CH:56][CH:55]=[CH:54][CH:53]=1, predict the reaction product. (2) Given the reactants [C:1]([O:5][C:6]([N:8]1[CH2:15][CH2:14][CH:13]2[CH:10]([NH:11][CH2:12]2)[CH2:9]1)=[O:7])([CH3:4])([CH3:3])[CH3:2].[C:16]1([C:25]2[CH:30]=[CH:29][CH:28]=[CH:27][CH:26]=2)[C:17]([C:22](Cl)=[O:23])=[CH:18][CH:19]=[CH:20][CH:21]=1.C(N(CC)CC)C, predict the reaction product. The product is: [C:1]([O:5][C:6]([N:8]1[CH2:15][CH2:14][CH:13]2[CH:10]([N:11]([C:22]([C:17]3[C:16]([C:25]4[CH:30]=[CH:29][CH:28]=[CH:27][CH:26]=4)=[CH:21][CH:20]=[CH:19][CH:18]=3)=[O:23])[CH2:12]2)[CH2:9]1)=[O:7])([CH3:4])([CH3:2])[CH3:3]. (3) Given the reactants [C:1]([C:5]1[N:10]=[CH:9][C:8]([C:11]2[N:12]([C:32](Cl)=[O:33])[C@@:13]([C:25]3[CH:30]=[CH:29][C:28]([Cl:31])=[CH:27][CH:26]=3)([CH3:24])[C@@:14]([C:17]3[CH:22]=[CH:21][C:20]([Cl:23])=[CH:19][CH:18]=3)([CH3:16])[N:15]=2)=[C:7]([O:35][CH2:36][CH3:37])[CH:6]=1)([CH3:4])([CH3:3])[CH3:2].[CH:38]([N:41]1[CH2:46][CH2:45][NH:44][CH2:43][CH2:42]1)([CH3:40])[CH3:39], predict the reaction product. The product is: [C:1]([C:5]1[N:10]=[CH:9][C:8]([C:11]2[N:12]([C:32]([N:44]3[CH2:45][CH2:46][N:41]([CH:38]([CH3:40])[CH3:39])[CH2:42][CH2:43]3)=[O:33])[C@@:13]([C:25]3[CH:26]=[CH:27][C:28]([Cl:31])=[CH:29][CH:30]=3)([CH3:24])[C@@:14]([C:17]3[CH:22]=[CH:21][C:20]([Cl:23])=[CH:19][CH:18]=3)([CH3:16])[N:15]=2)=[C:7]([O:35][CH2:36][CH3:37])[CH:6]=1)([CH3:2])([CH3:4])[CH3:3]. (4) Given the reactants [C:1]([O:5][C:6]([NH:8][C@H:9]([CH:13]([CH3:15])[CH3:14])[C:10]([OH:12])=O)=[O:7])([CH3:4])([CH3:3])[CH3:2].[CH2:16]([NH:23][CH2:24][CH2:25][OH:26])[C:17]1[CH:22]=[CH:21][CH:20]=[CH:19][CH:18]=1.CN(C(ON1N=NC2C=CC=NC1=2)=[N+](C)C)C.F[P-](F)(F)(F)(F)F.CCN(CC)CC, predict the reaction product. The product is: [CH2:16]([N:23]([CH2:24][CH2:25][OH:26])[C:10](=[O:12])[C@H:9]([NH:8][C:6](=[O:7])[O:5][C:1]([CH3:2])([CH3:3])[CH3:4])[CH:13]([CH3:15])[CH3:14])[C:17]1[CH:22]=[CH:21][CH:20]=[CH:19][CH:18]=1.